The task is: Predict which catalyst facilitates the given reaction.. This data is from Catalyst prediction with 721,799 reactions and 888 catalyst types from USPTO. Reactant: [CH:1]([C:3]1[CH:11]=[CH:10][C:6]2=[N:7][O:8][N:9]=[C:5]2[C:4]=1[CH3:12])=[CH2:2].C1C=C(Cl)C=C(C(OO)=[O:21])C=1. Product: [CH3:12][C:4]1[C:5]2[C:6](=[N:7][O:8][N:9]=2)[CH:10]=[CH:11][C:3]=1[CH:1]1[CH2:2][O:21]1. The catalyst class is: 2.